This data is from Catalyst prediction with 721,799 reactions and 888 catalyst types from USPTO. The task is: Predict which catalyst facilitates the given reaction. (1) Reactant: C([O:5][CH:6]([O:10][C:11]([CH3:14])([CH3:13])[CH3:12])N(C)C)(C)(C)C.[CH2:15]([O:22][C:23]1[CH:24]=[CH:25][C:26]([Br:42])=[C:27]([C:29]2[CH2:33][C:32]([CH2:38]C(O)=O)([CH2:34][C:35]([OH:37])=[O:36])[O:31][N:30]=2)[CH:28]=1)[C:16]1[CH:21]=[CH:20][CH:19]=[CH:18][CH:17]=1. Product: [CH2:15]([O:22][C:23]1[CH:24]=[CH:25][C:26]([Br:42])=[C:27]([C:29]2[CH2:33][C:32]([CH2:38][C:6]([O:10][C:11]([CH3:12])([CH3:13])[CH3:14])=[O:5])([CH2:34][C:35]([O:37][C:11]([CH3:14])([CH3:13])[CH3:12])=[O:36])[O:31][N:30]=2)[CH:28]=1)[C:16]1[CH:17]=[CH:18][CH:19]=[CH:20][CH:21]=1. The catalyst class is: 11. (2) Reactant: [Cl:1][C:2]1[C:3]([C:16]2[CH:21]=[N:20][CH:19]=[C:18]([NH:22][CH2:23][CH:24]3[CH2:29][CH2:28][O:27][CH2:26][CH2:25]3)[N:17]=2)=[CH:4][C:5]([NH:8][C@H:9]2[CH2:14][CH2:13][C@H:12]([NH2:15])[CH2:11][CH2:10]2)=[N:6][CH:7]=1.C(Cl)Cl.[C:33](OC(=O)C)(=[O:35])[CH3:34]. Product: [Cl:1][C:2]1[C:3]([C:16]2[CH:21]=[N:20][CH:19]=[C:18]([NH:22][CH2:23][CH:24]3[CH2:25][CH2:26][O:27][CH2:28][CH2:29]3)[N:17]=2)=[CH:4][C:5]([NH:8][C@H:9]2[CH2:14][CH2:13][C@H:12]([NH:15][C:33](=[O:35])[CH3:34])[CH2:11][CH2:10]2)=[N:6][CH:7]=1. The catalyst class is: 1. (3) Reactant: B.O1CCCC1.[Cl:7][C:8]1[CH:13]=[CH:12][C:11]([CH:14]2[CH2:19][N:18]([CH2:20][CH2:21][CH3:22])[C:17](=O)[CH2:16][O:15]2)=[CH:10][C:9]=1[O:24][CH3:25]. Product: [Cl:7][C:8]1[CH:13]=[CH:12][C:11]([CH:14]2[CH2:19][N:18]([CH2:20][CH2:21][CH3:22])[CH2:17][CH2:16][O:15]2)=[CH:10][C:9]=1[O:24][CH3:25]. The catalyst class is: 1.